From a dataset of Peptide-MHC class I binding affinity with 185,985 pairs from IEDB/IMGT. Regression. Given a peptide amino acid sequence and an MHC pseudo amino acid sequence, predict their binding affinity value. This is MHC class I binding data. (1) The peptide sequence is ISDPLTSGL. The MHC is HLA-B48:01 with pseudo-sequence HLA-B48:01. The binding affinity (normalized) is 0.0847. (2) The binding affinity (normalized) is 0.0847. The MHC is HLA-A01:01 with pseudo-sequence HLA-A01:01. The peptide sequence is VLPVPGASV. (3) The binding affinity (normalized) is 0.145. The peptide sequence is NFASKSASCL. The MHC is Patr-A0701 with pseudo-sequence Patr-A0701. (4) The peptide sequence is AASPMLYQL. The MHC is HLA-B15:01 with pseudo-sequence HLA-B15:01. The binding affinity (normalized) is 0. (5) The peptide sequence is ELLGYCVSLF. The MHC is HLA-A29:02 with pseudo-sequence HLA-A29:02. The binding affinity (normalized) is 0.155. (6) The peptide sequence is KFNPMKTYI. The MHC is Mamu-B52 with pseudo-sequence Mamu-B52. The binding affinity (normalized) is 0.